This data is from Reaction yield outcomes from USPTO patents with 853,638 reactions. The task is: Predict the reaction yield, written as a fraction of the theoretical maximum amount of product (1.0 means a 100% yield; for example, 0.34 means a 34% yield). (1) The reactants are [CH:1]([C:3]1[NH:4][C:5]2[CH2:6][CH2:7][CH2:8][CH2:9][C:10]=2[C:11]=1[CH2:12][CH2:13][C:14]([OH:16])=[O:15])=O.[NH:17]1[C:25]2[C:20](=[CH:21][CH:22]=[CH:23][CH:24]=2)[CH2:19][C:18]1=[O:26].N1CCCCC1.N1CCCC1. The catalyst is C(O)C.C(O)(=O)C. The product is [O:26]=[C:18]1[C:19](=[CH:1][C:3]2[NH:4][C:5]3[CH2:6][CH2:7][CH2:8][CH2:9][C:10]=3[C:11]=2[CH2:12][CH2:13][C:14]([OH:16])=[O:15])[C:20]2[C:25](=[CH:24][CH:23]=[CH:22][CH:21]=2)[NH:17]1. The yield is 0.680. (2) The reactants are [F:1][C:2]([F:14])([F:13])[C:3]1[O:7][N:6]=[C:5]([C:8]([O:10]CC)=[O:9])[CH:4]=1.[OH-].[Na+]. The catalyst is CO. The product is [F:14][C:2]([F:1])([F:13])[C:3]1[O:7][N:6]=[C:5]([C:8]([OH:10])=[O:9])[CH:4]=1. The yield is 1.06. (3) The reactants are [F:1][C:2]1[CH:7]=[CH:6][CH:5]=[C:4]([F:8])[C:3]=1[N:9]1[C:14]2[N:15]=[C:16]([NH:27][CH2:28][C:29]#[N:30])[N:17]=[C:18]([C:19]3[CH:24]=[CH:23][C:22]([F:25])=[CH:21][C:20]=3[CH3:26])[C:13]=2[CH:12]=[CH:11][C:10]1=[O:31].Cl.C(N(CC)CC)C.[N-:40]=[N+:41]=[N-:42].[Na+]. No catalyst specified. The product is [F:1][C:2]1[CH:7]=[CH:6][CH:5]=[C:4]([F:8])[C:3]=1[N:9]1[C:14]2[N:15]=[C:16]([NH:27][CH2:28][C:29]3[NH:42][N:41]=[N:40][N:30]=3)[N:17]=[C:18]([C:19]3[CH:24]=[CH:23][C:22]([F:25])=[CH:21][C:20]=3[CH3:26])[C:13]=2[CH:12]=[CH:11][C:10]1=[O:31]. The yield is 0.0960. (4) The reactants are [Br:1][C:2]1[C:7]([F:8])=[CH:6][C:5]([F:9])=[C:4]([N+:10]([O-])=O)[C:3]=1[F:13].C1CCCCC=1. The catalyst is [OH-].[OH-].[Pd+2].C(O)C. The product is [NH2:10][C:4]1[C:3]([F:13])=[C:2]([Br:1])[C:7]([F:8])=[CH:6][C:5]=1[F:9]. The yield is 0.830.